Dataset: Forward reaction prediction with 1.9M reactions from USPTO patents (1976-2016). Task: Predict the product of the given reaction. (1) Given the reactants [Br:1][C:2]1[N:7]=[CH:6][C:5]([NH:8][CH3:9])=[C:4]([NH2:10])[CH:3]=1.[F:11][C:12]1[CH:17]=[CH:16][CH:15]=[CH:14][C:13]=1[CH2:18][C:19]([OH:21])=O.C1C=NC2N(O)N=NC=2C=1.CCN=C=NCCCN(C)C, predict the reaction product. The product is: [NH2:10][C:4]1[CH:3]=[C:2]([Br:1])[N:7]=[CH:6][C:5]=1[N:8]([CH3:9])[C:19](=[O:21])[CH2:18][C:13]1[CH:14]=[CH:15][CH:16]=[CH:17][C:12]=1[F:11]. (2) The product is: [CH2:1]([NH:8][C:9]([C:11]1[S:12][C:13]([N:29]2[CH:30]=[CH:31][C:26]([O:25][CH2:18][C:19]3[CH:20]=[CH:21][CH:22]=[CH:23][CH:24]=3)=[CH:27][C:28]2=[O:32])=[CH:14][C:15]=1[CH3:16])=[O:10])[C:2]1[CH:7]=[CH:6][CH:5]=[CH:4][CH:3]=1. Given the reactants [CH2:1]([NH:8][C:9]([C:11]1[S:12][C:13](Br)=[CH:14][C:15]=1[CH3:16])=[O:10])[C:2]1[CH:7]=[CH:6][CH:5]=[CH:4][CH:3]=1.[CH2:18]([O:25][C:26]1[CH:31]=[CH:30][NH:29][C:28](=[O:32])[CH:27]=1)[C:19]1[CH:24]=[CH:23][CH:22]=[CH:21][CH:20]=1, predict the reaction product.